From a dataset of Forward reaction prediction with 1.9M reactions from USPTO patents (1976-2016). Predict the product of the given reaction. Given the reactants [NH2:1][C:2]1[N:3]=[C:4]([N:20]2[CH2:25][CH2:24][NH:23][CH2:22][CH2:21]2)[C:5]2[N:10]=[C:9]([CH2:11][CH2:12][C:13]3[CH:18]=[CH:17][C:16]([F:19])=[CH:15][CH:14]=3)[S:8][C:6]=2[N:7]=1.C(N(C(C)C)CC)(C)C.[C:35]1([CH2:41][CH2:42][C:43](Cl)=[O:44])[CH:40]=[CH:39][CH:38]=[CH:37][CH:36]=1, predict the reaction product. The product is: [NH2:1][C:2]1[N:3]=[C:4]([N:20]2[CH2:25][CH2:24][N:23]([C:43](=[O:44])[CH2:42][CH2:41][C:35]3[CH:40]=[CH:39][CH:38]=[CH:37][CH:36]=3)[CH2:22][CH2:21]2)[C:5]2[N:10]=[C:9]([CH2:11][CH2:12][C:13]3[CH:18]=[CH:17][C:16]([F:19])=[CH:15][CH:14]=3)[S:8][C:6]=2[N:7]=1.